Dataset: Forward reaction prediction with 1.9M reactions from USPTO patents (1976-2016). Task: Predict the product of the given reaction. (1) Given the reactants Cl[C:2]1[CH:11]=[CH:10][C:5]([C:6]([O:8][CH3:9])=[O:7])=[CH:4][N:3]=1.[C:12]([C:14]1[CH:15]=[C:16](B(O)O)[CH:17]=[CH:18][CH:19]=1)#[N:13].C(=O)([O-])[O-].[K+].[K+], predict the reaction product. The product is: [C:12]([C:14]1[CH:19]=[C:18]([C:2]2[CH:11]=[CH:10][C:5]([C:6]([O:8][CH3:9])=[O:7])=[CH:4][N:3]=2)[CH:17]=[CH:16][CH:15]=1)#[N:13]. (2) The product is: [CH3:21][C:22]1[CH:23]=[C:24]([NH:25][C:18]([C:13]2[CH:12]=[C:11]3[C:16]([CH:17]=[C:9]([C:3]4[C:2]([Cl:1])=[CH:7][CH:6]=[CH:5][C:4]=4[Cl:8])[NH:10]3)=[CH:15][CH:14]=2)=[O:20])[CH:26]=[CH:27][C:28]=1[CH3:29]. Given the reactants [Cl:1][C:2]1[CH:7]=[CH:6][CH:5]=[C:4]([Cl:8])[C:3]=1[C:9]1[NH:10][C:11]2[C:16]([CH:17]=1)=[CH:15][CH:14]=[C:13]([C:18]([OH:20])=O)[CH:12]=2.[CH3:21][C:22]1[CH:23]=[C:24]([CH:26]=[CH:27][C:28]=1[CH3:29])[NH2:25].CN(C(ON1N=NC2C=CC=NC1=2)=[N+](C)C)C.F[P-](F)(F)(F)(F)F.C(N(CC)CC)C, predict the reaction product. (3) Given the reactants C(OC(=O)[NH:7][C@@H:8]1[CH2:13][CH2:12][CH2:11][N:10]([C:14]([C:16]2[CH:38]=[CH:37][C:19]3[N:20]([CH3:36])[C:21]([C:23]4[N:31]([CH2:32][CH:33]5[CH2:35][CH2:34]5)[C:26]5=[N:27][CH:28]=[CH:29][CH:30]=[C:25]5[CH:24]=4)=[N:22][C:18]=3[CH:17]=2)=[O:15])[CH2:9]1)(C)(C)C.C(O)(C(F)(F)F)=O, predict the reaction product. The product is: [NH2:7][C@@H:8]1[CH2:13][CH2:12][CH2:11][N:10]([C:14]([C:16]2[CH:38]=[CH:37][C:19]3[N:20]([CH3:36])[C:21]([C:23]4[N:31]([CH2:32][CH:33]5[CH2:34][CH2:35]5)[C:26]5=[N:27][CH:28]=[CH:29][CH:30]=[C:25]5[CH:24]=4)=[N:22][C:18]=3[CH:17]=2)=[O:15])[CH2:9]1. (4) Given the reactants Cl[C:2]1[N:3]=[C:4]2[C:10]([C:11]3[CH:16]=[CH:15][CH:14]=[CH:13][CH:12]=3)=[C:9]([C:17]3[CH:22]=[CH:21][C:20]([C:23]4([NH:27][C:28](=[O:34])[O:29][C:30]([CH3:33])([CH3:32])[CH3:31])[CH2:26][CH2:25][CH2:24]4)=[CH:19][CH:18]=3)[O:8][C:5]2=[N:6][CH:7]=1.[N:35]1[CH:40]=[C:39](B(O)O)[CH:38]=[N:37][CH:36]=1.P([O-])([O-])([O-])=O.[K+].[K+].[K+].O, predict the reaction product. The product is: [C:11]1([C:10]2[C:4]3[C:5](=[N:6][CH:7]=[C:2]([C:39]4[CH:40]=[N:35][CH:36]=[N:37][CH:38]=4)[N:3]=3)[O:8][C:9]=2[C:17]2[CH:22]=[CH:21][C:20]([C:23]3([NH:27][C:28](=[O:34])[O:29][C:30]([CH3:33])([CH3:32])[CH3:31])[CH2:26][CH2:25][CH2:24]3)=[CH:19][CH:18]=2)[CH:16]=[CH:15][CH:14]=[CH:13][CH:12]=1. (5) Given the reactants Br[C:2]1[CH:11]=[CH:10][C:5]([C:6]([O:8][CH3:9])=[O:7])=[CH:4][C:3]=1[OH:12].[F:13][C:14]1[CH:19]=[CH:18][C:17](B(O)O)=[CH:16][CH:15]=1.C(=O)([O-])[O-].[Na+].[Na+], predict the reaction product. The product is: [F:13][C:14]1[CH:19]=[CH:18][C:17]([C:2]2[CH:11]=[CH:10][C:5]([C:6]([O:8][CH3:9])=[O:7])=[CH:4][C:3]=2[OH:12])=[CH:16][CH:15]=1. (6) Given the reactants [OH-:1].[Na+:2].[CH:3]1[N:7]=[CH:6][N:5]([CH2:8][C:9]([P:15]([OH:18])([OH:17])=[O:16])([P:11]([OH:14])([OH:13])=[O:12])[OH:10])[CH:4]=1, predict the reaction product. The product is: [CH:3]1[N:7]=[CH:6][N:5]([CH2:8][C:9]([P:11]([O-:14])([OH:13])=[O:12])([P:15]([O-:17])([OH:18])=[O:16])[OH:10])[CH:4]=1.[OH2:1].[OH2:10].[OH2:10].[OH2:10].[Na+:2].[Na+:2]. (7) Given the reactants [H-].[Na+].[CH2:3]([C:5]1[C:9]([O:10][C:11]2[CH:12]=[C:13]([CH:16]=[CH:17][CH:18]=2)[C:14]#[N:15])=[C:8]([CH2:19][CH3:20])[NH:7][N:6]=1)[CH3:4].Br[CH2:22][CH2:23][O:24][CH3:25], predict the reaction product. The product is: [CH2:3]([C:5]1[C:9]([O:10][C:11]2[CH:12]=[C:13]([CH:16]=[CH:17][CH:18]=2)[C:14]#[N:15])=[C:8]([CH2:19][CH3:20])[N:7]([CH2:22][CH2:23][O:24][CH3:25])[N:6]=1)[CH3:4]. (8) Given the reactants [CH2:1]([N:3]1[C:7]2=[N:8][CH:9]=[C:10]([O:12][CH3:13])[CH:11]=[C:6]2[CH:5]=[C:4]1[C:14]([O:16]CC)=[O:15])[CH3:2].[OH-].[Li+], predict the reaction product. The product is: [CH2:1]([N:3]1[C:7]2=[N:8][CH:9]=[C:10]([O:12][CH3:13])[CH:11]=[C:6]2[CH:5]=[C:4]1[C:14]([OH:16])=[O:15])[CH3:2]. (9) Given the reactants [C:1]([C:5]1[N:10]=[C:9]([CH3:11])[C:8](/[CH:12]=[CH:13]/[C:14]([OH:16])=O)=[CH:7][CH:6]=1)([CH3:4])([CH3:3])[CH3:2].[NH2:17][C:18]1[CH:19]=[C:20]2[C:24](=[CH:25][CH:26]=1)[NH:23][C:22]([CH2:27][OH:28])=[CH:21]2, predict the reaction product. The product is: [C:1]([C:5]1[N:10]=[C:9]([CH3:11])[C:8](/[CH:12]=[CH:13]/[C:14]([NH:17][C:18]2[CH:19]=[C:20]3[C:24](=[CH:25][CH:26]=2)[NH:23][C:22]([CH2:27][OH:28])=[CH:21]3)=[O:16])=[CH:7][CH:6]=1)([CH3:2])([CH3:3])[CH3:4]. (10) Given the reactants Cl[C:2]1[CH:7]=[C:6]([C:8]2[N:12]=[C:11]([C:13]3[CH:14]=[N:15][N:16]([CH3:30])[C:17]=3[CH2:18][O:19][C:20]3[CH:25]=[CH:24][C:23]([C:26]([F:29])([F:28])[F:27])=[CH:22][CH:21]=3)[O:10][N:9]=2)[CH:5]=[CH:4][N:3]=1.[C:31]([NH2:34])(=[O:33])[CH3:32].C1(P(C2CCCCC2)C2C=CC=CC=2C2C(C(C)C)=CC(C(C)C)=CC=2C(C)C)CCCCC1.C(=O)([O-])[O-].[Cs+].[Cs+], predict the reaction product. The product is: [CH3:30][N:16]1[C:17]([CH2:18][O:19][C:20]2[CH:25]=[CH:24][C:23]([C:26]([F:29])([F:28])[F:27])=[CH:22][CH:21]=2)=[C:13]([C:11]2[O:10][N:9]=[C:8]([C:6]3[CH:5]=[CH:4][N:3]=[C:2]([NH:34][C:31](=[O:33])[CH3:32])[CH:7]=3)[N:12]=2)[CH:14]=[N:15]1.